This data is from Full USPTO retrosynthesis dataset with 1.9M reactions from patents (1976-2016). The task is: Predict the reactants needed to synthesize the given product. (1) Given the product [CH:2]1([CH3:1])[CH2:7][CH2:6][CH:5]([CH:8]([CH3:9])[CH3:10])[CH:4]([OH:11])[CH2:3]1.[CH3:1][C@H:2]1[CH2:3][C@H:4]([OH:11])[C@@H:5]([CH:8]([CH3:10])[CH3:9])[CH2:6][CH2:7]1, predict the reactants needed to synthesize it. The reactants are: [CH3:1][C:2]1[CH2:7][CH2:6][C@H:5]([CH:8]([CH3:10])[CH3:9])[C@@H:4]([OH:11])[CH:3]=1. (2) Given the product [F:1][C:2]1[CH:16]=[CH:15][CH:14]=[C:13]([F:17])[C:3]=1[CH2:4][O:5][C:6]1[C:7]2[N:8]([CH:19]=[C:20]([CH3:22])[N:12]=2)[CH:9]=[CH:10][CH:11]=1, predict the reactants needed to synthesize it. The reactants are: [F:1][C:2]1[CH:16]=[CH:15][CH:14]=[C:13]([F:17])[C:3]=1[CH2:4][O:5][C:6]1[C:7]([NH2:12])=[N:8][CH:9]=[CH:10][CH:11]=1.Cl[CH2:19][C:20]([CH3:22])=O.